Dataset: Full USPTO retrosynthesis dataset with 1.9M reactions from patents (1976-2016). Task: Predict the reactants needed to synthesize the given product. The reactants are: [CH2:1]([O:3][C:4]([C:6]1[C:15](=[O:16])[C:14]2[C:9](=[CH:10][C:11]([O:17][CH2:18][C:19]3[CH:24]=[CH:23][CH:22]=[CH:21][CH:20]=3)=[CH:12][CH:13]=2)[NH:8][CH:7]=1)=[O:5])[CH3:2].C(=O)([O-])[O-].[K+].[K+].I[CH2:32][CH3:33]. Given the product [CH2:1]([O:3][C:4]([C:6]1[C:15](=[O:16])[C:14]2[C:9](=[CH:10][C:11]([O:17][CH2:18][C:19]3[CH:20]=[CH:21][CH:22]=[CH:23][CH:24]=3)=[CH:12][CH:13]=2)[N:8]([CH2:32][CH3:33])[CH:7]=1)=[O:5])[CH3:2], predict the reactants needed to synthesize it.